This data is from B-cell epitopes from IEDB database with 3,159 antigens for binding position prediction. The task is: Token-level Classification. Given an antigen amino acid sequence, predict which amino acid positions are active epitope sites capable of antibody binding. Output is a list of indices for active positions. (1) Given the antigen sequence: MDAIKKKMQAMKLEKDNAMDRADTLEQQNKEANNRAEKSEEEVHNLQKRMQQLENDLDQVQESLLKANIQLVEKDKALSNAEGEVAALNRRIQLLEEDLERSEERLNTATTKLAEASQAADESERMRKVLENRSLSDEERMDALENQLKEARFLAEEADRKYDEVARKLAMVEADLERAEERAETGESKIVELEEELRVVGNNLKSLEVSEEKANQREEAYKEQIKTLTNKLKAAEARAEFAERSVQKLQKEVDRLEDELVNEKEKYKSITDELDQTFSELSGY, which amino acid positions are active epitope sites? The epitope positions are: [240, 241, 242, 243, 244, 245, 246, 247, 248, 249, 250, 251, 252, 253, 254]. The amino acids at these positions are: FAERSVQKLQKEVDR. (2) Given the antigen sequence: MSWQAYVDEHLMCDIEGTGQHLTSAAILGLDGTVWAQSAKFPQFKPEEMKGIIKEFDEAGTLAPTGMFIAGAKYMVLQGEPGAVIRGKKGAGGICIKKTGQAMIMGIYDEPVAPGQCNMVVERLGDYLLEQGM, which amino acid positions are active epitope sites? The epitope positions are: [40, 41, 42, 43, 44, 45, 46, 47]. The amino acids at these positions are: FPQFKPEE.